Dataset: Peptide-MHC class I binding affinity with 185,985 pairs from IEDB/IMGT. Task: Regression. Given a peptide amino acid sequence and an MHC pseudo amino acid sequence, predict their binding affinity value. This is MHC class I binding data. (1) The peptide sequence is GRGPIRFVL. The MHC is HLA-A02:01 with pseudo-sequence HLA-A02:01. The binding affinity (normalized) is 0.0847. (2) The peptide sequence is AYMDRKSFK. The MHC is HLA-A01:01 with pseudo-sequence HLA-A01:01. The binding affinity (normalized) is 0.0847. (3) The MHC is Mamu-A02 with pseudo-sequence Mamu-A02. The peptide sequence is VTPNYADIL. The binding affinity (normalized) is 0.368.